From a dataset of Forward reaction prediction with 1.9M reactions from USPTO patents (1976-2016). Predict the product of the given reaction. (1) Given the reactants [C:1]1([CH:7]=[CH:8][C:9](=[O:18])[CH:10]=[CH:11][C:12]2[CH:17]=[CH:16][CH:15]=[CH:14][CH:13]=2)[CH:6]=[CH:5][CH:4]=[CH:3][CH:2]=1, predict the reaction product. The product is: [C:12]1([CH2:11][CH2:10][C:9](=[O:18])[CH2:8][CH2:7][C:1]2[CH:2]=[CH:3][CH:4]=[CH:5][CH:6]=2)[CH:17]=[CH:16][CH:15]=[CH:14][CH:13]=1. (2) Given the reactants [ClH:1].N[C:3]1[C:8]2[O:9][CH2:10][C:11](=[O:13])[NH:12][C:7]=2[CH:6]=[CH:5][CH:4]=1.C(O)(=O)C.N([O-])=O.[Na+].[S:22](=[O:24])=[O:23], predict the reaction product. The product is: [O:13]=[C:11]1[CH2:10][O:9][C:8]2[C:3]([S:22]([Cl:1])(=[O:24])=[O:23])=[CH:4][CH:5]=[CH:6][C:7]=2[NH:12]1. (3) Given the reactants [OH:1][C:2]1[CH:9]=[C:8]([CH3:10])[CH:7]=[CH:6][C:3]=1[CH:4]=[O:5].C([O-])([O-])=O.[Cs+].[Cs+].Br[CH2:18][C:19]#[N:20], predict the reaction product. The product is: [CH:4]([C:3]1[CH:6]=[CH:7][C:8]([CH3:10])=[CH:9][C:2]=1[O:1][CH2:18][C:19]#[N:20])=[O:5]. (4) Given the reactants [CH2:1]([NH:8][C:9](=[O:16])[NH:10][O:11][CH2:12][C:13]([OH:15])=O)[C:2]1[CH:7]=[CH:6][CH:5]=[CH:4][CH:3]=1.[NH2:17][C@@H:18]([CH2:42][C:43]1[CH:48]=[CH:47][C:46]([O:49][C:50]([CH3:53])([CH3:52])[CH3:51])=[CH:45][CH:44]=1)[C:19]([N:21]([C@@H:33]([CH3:41])[CH:34]([O:38][CH2:39][CH3:40])[O:35][CH2:36][CH3:37])[CH2:22][C:23]1[C:32]2[C:27](=[CH:28][CH:29]=[CH:30][CH:31]=2)[CH:26]=[CH:25][CH:24]=1)=[O:20], predict the reaction product. The product is: [CH2:1]([NH:8][C:9](=[O:16])[NH:10][O:11][CH2:12][C:13]([NH:17][C@@H:18]([CH2:42][C:43]1[CH:48]=[CH:47][C:46]([O:49][C:50]([CH3:53])([CH3:52])[CH3:51])=[CH:45][CH:44]=1)[C:19]([N:21]([C@@H:33]([CH3:41])[CH:34]([O:38][CH2:39][CH3:40])[O:35][CH2:36][CH3:37])[CH2:22][C:23]1[C:32]2[C:27](=[CH:28][CH:29]=[CH:30][CH:31]=2)[CH:26]=[CH:25][CH:24]=1)=[O:20])=[O:15])[C:2]1[CH:3]=[CH:4][CH:5]=[CH:6][CH:7]=1. (5) The product is: [Cl:116][C:103]1=[C:104]([CH:108]=[CH:50][C:51]2[C:59]([CH3:60])([CH3:61])[C:58]3[C:53](=[CH:54][CH:55]=[C:56]([S:62]([O-:65])(=[O:64])=[O:63])[CH:57]=3)[N+:52]=2[CH2:66][CH2:67][CH2:68][S:69]([O-:72])(=[O:71])=[O:70])[CH2:105][CH2:106][CH2:107]/[C:102]/1=[CH:101]\[CH:74]=[C:75]1/[C:76]([CH3:92])([CH3:91])[C:77]2[C:78](=[N:90]/1)[N:79]([CH2:83][CH2:84][CH2:85][S:86]([O-:89])(=[O:88])=[O:87])[CH:80]=[CH:81][CH:82]=2.[Na+:48].[Na+:48]. Given the reactants Br/C(/C=C/C1C(C)(C)C2C(N=1)=[N+](CCCS([O-])(=O)=O)C=C(Cl)C=2)=C\C=C1\N(CCCS([O-])(=O)=O)C2C(C\1(C)C)=CC(S([O-])(=O)=O)=CC=2.[Na+:48].[Na+].[CH3:50][C:51]1[C:59]([CH3:61])([CH3:60])[C:58]2[C:53](=[CH:54][CH:55]=[C:56]([S:62]([O-:65])(=[O:64])=[O:63])[CH:57]=2)[N+:52]=1[CH2:66][CH2:67][CH2:68][S:69]([O-:72])(=[O:71])=[O:70].[Na+].[CH3:74][C:75]1[C:76]([CH3:92])([CH3:91])[C:77]2[C:78]([N:90]=1)=[N+:79]([CH2:83][CH2:84][CH2:85][S:86]([O-:89])(=[O:88])=[O:87])[CH:80]=[CH:81][CH:82]=2.Cl.N([CH:101]=[C:102]1[CH2:107][CH2:106][CH2:105][C:104]([CH:108]=NC2C=CC=CC=2)=[C:103]1[Cl:116])C1C=CC=CC=1, predict the reaction product. (6) The product is: [Cl:14][C:15]1[C:20]([C:35]([O:37][CH2:38][CH3:39])=[O:36])=[CH:19][N:18]=[C:17]2[N:21]([Si:24]([CH:28]([CH3:30])[CH3:29])([CH:31]([CH3:33])[CH3:32])[CH:25]([CH3:26])[CH3:27])[CH:22]=[CH:23][C:16]=12. Given the reactants N1C2C(=CN=C3NC=CC3=2)CCC1.[Cl:14][C:15]1[CH:20]=[CH:19][N:18]=[C:17]2[N:21]([Si:24]([CH:31]([CH3:33])[CH3:32])([CH:28]([CH3:30])[CH3:29])[CH:25]([CH3:27])[CH3:26])[CH:22]=[CH:23][C:16]=12.Cl[C:35]([O:37][CH2:38][CH3:39])=[O:36], predict the reaction product. (7) Given the reactants Br[C:2]1[CH:11]=[C:10]([CH2:12][N:13]2[CH2:18][CH:17]3[CH2:19][CH:14]2[CH2:15][N:16]3[CH:20]([CH3:22])[CH3:21])[CH:9]=[C:8]2[C:3]=1[CH2:4][N:5]([CH2:32][C:33]1[CH:38]=[CH:37][C:36]([O:39][CH3:40])=[CH:35][CH:34]=1)[C:6](=[O:31])[N:7]2[C:23]1[C:28]([Cl:29])=[CH:27][CH:26]=[CH:25][C:24]=1[Cl:30].[Cl:41][C:42]1[CH:47]=[C:46]([F:48])[CH:45]=[CH:44][C:43]=1B(O)O.C(=O)([O-])[O-].[Na+].[Na+], predict the reaction product. The product is: [Cl:41][C:42]1[CH:47]=[C:46]([F:48])[CH:45]=[CH:44][C:43]=1[C:2]1[CH:11]=[C:10]([CH2:12][N:13]2[CH2:18][CH:17]3[CH2:19][CH:14]2[CH2:15][N:16]3[CH:20]([CH3:22])[CH3:21])[CH:9]=[C:8]2[C:3]=1[CH2:4][N:5]([CH2:32][C:33]1[CH:34]=[CH:35][C:36]([O:39][CH3:40])=[CH:37][CH:38]=1)[C:6](=[O:31])[N:7]2[C:23]1[C:24]([Cl:30])=[CH:25][CH:26]=[CH:27][C:28]=1[Cl:29]. (8) Given the reactants N[C@@H]1CCN(C2N=C3C(N=CN3[C@@H]3C[C@H](N4N=NC(CC)=N4)[C@@H](O)[C@H]3O)=C(NCC(C3C=CC=CC=3)C3C=CC=CC=3)N=2)C1.[ClH:45].[C:46]1([CH:52]([C:95]2[CH:100]=[CH:99][CH:98]=[CH:97][CH:96]=2)[CH2:53][NH:54][C:55]2[N:63]=[C:62]([N:64]3[CH2:68][CH2:67][C@@H:66]([NH:69][C:70](NC4C=NC(OC)=CC=4)=[O:71])[CH2:65]3)[N:61]=[C:60]3[C:56]=2[N:57]=[CH:58][N:59]3[C@@H:81]2[CH2:85][C@H:84]([N:86]3[N:90]=[N:89][C:88]([CH2:91][CH3:92])=[N:87]3)[C@@H:83]([OH:93])[C@H:82]2[OH:94])[CH:51]=[CH:50][CH:49]=[CH:48][CH:47]=1.[NH:101]1[C:105]([C:106]2[CH:107]=[C:108]([NH2:112])[CH:109]=[CH:110][CH:111]=2)=[N:104][N:103]=[N:102]1, predict the reaction product. The product is: [ClH:45].[C:95]1([CH:52]([C:46]2[CH:47]=[CH:48][CH:49]=[CH:50][CH:51]=2)[CH2:53][NH:54][C:55]2[N:63]=[C:62]([N:64]3[CH2:68][CH2:67][C@@H:66]([NH:69][C:70]([NH:112][C:108]4[CH:109]=[CH:110][CH:111]=[C:106]([C:105]5[NH:101][N:102]=[N:103][N:104]=5)[CH:107]=4)=[O:71])[CH2:65]3)[N:61]=[C:60]3[C:56]=2[N:57]=[CH:58][N:59]3[C@@H:81]2[CH2:85][C@H:84]([N:86]3[N:90]=[N:89][C:88]([CH2:91][CH3:92])=[N:87]3)[C@@H:83]([OH:93])[C@H:82]2[OH:94])[CH:100]=[CH:99][CH:98]=[CH:97][CH:96]=1. (9) Given the reactants [Cl:1][S:2]([OH:5])(=O)=[O:3].[Cl:6][C:7]1[CH:12]=[CH:11][C:10]([CH2:13][CH3:14])=[CH:9][CH:8]=1, predict the reaction product. The product is: [Cl:6][C:7]1[CH:12]=[CH:11][C:10]([CH2:13][CH3:14])=[CH:9][C:8]=1[S:2]([Cl:1])(=[O:5])=[O:3]. (10) Given the reactants [CH:1]1[CH:2]=[CH:3][C:4](/[CH:7]=[CH:8]/[CH2:9][N:10]2[CH2:15][CH2:14][N:13]([CH:16]([C:23]3[CH:24]=[CH:25][CH:26]=[CH:27][CH:28]=3)[C:17]3[CH:18]=[CH:19][CH:20]=[CH:21][CH:22]=3)[CH2:12][CH2:11]2)=[CH:5][CH:6]=1.Cl.[NH4+].[CH2:31]([O:41][S:42]([O-:45])(=[O:44])=[O:43])[CH2:32][CH2:33][CH2:34][CH2:35][CH2:36][CH2:37][CH2:38][CH2:39][CH3:40], predict the reaction product. The product is: [CH:1]1[CH:6]=[CH:5][C:4](/[CH:7]=[CH:8]/[CH2:9][N:10]2[CH2:11][CH2:12][N:13]([CH:16]([C:17]3[CH:22]=[CH:21][CH:20]=[CH:19][CH:18]=3)[C:23]3[CH:28]=[CH:27][CH:26]=[CH:25][CH:24]=3)[CH2:14][CH2:15]2)=[CH:3][CH:2]=1.[CH2:31]([O:41][S:42]([O-:45])(=[O:44])=[O:43])[CH2:32][CH2:33][CH2:34][CH2:35][CH2:36][CH2:37][CH2:38][CH2:39][CH3:40].